The task is: Predict the product of the given reaction.. This data is from Forward reaction prediction with 1.9M reactions from USPTO patents (1976-2016). (1) Given the reactants [Cl:1][C:2]1[C:7](Cl)=[CH:6][C:5]([N:9]2[CH2:14][CH2:13][CH2:12][CH2:11][CH2:10]2)=[C:4]([N+:15]([O-:17])=[O:16])[CH:3]=1.[CH3:18][N:19]1[CH2:24][CH2:23][NH:22][CH2:21][CH2:20]1, predict the reaction product. The product is: [Cl:1][C:2]1[CH:3]=[C:4]([N+:15]([O-:17])=[O:16])[C:5]([N:9]2[CH2:14][CH2:13][CH2:12][CH2:11][CH2:10]2)=[CH:6][C:7]=1[N:22]1[CH2:23][CH2:24][N:19]([CH3:18])[CH2:20][CH2:21]1. (2) Given the reactants [CH2:1](I)[CH2:2][CH3:3].C(=O)([O-])[O-].[Cs+].[Cs+].[O:11]1[CH2:16][CH2:15][CH2:14][CH2:13][CH:12]1[N:17]1[C:25]2[CH:24]=[CH:23][C:22]([O:26][CH:27]3[CH2:32][CH2:31][CH2:30][CH2:29][O:28]3)=[C:21]([OH:33])[C:20]=2[CH:19]=[N:18]1.O, predict the reaction product. The product is: [CH2:1]([O:33][C:21]1[C:22]([O:26][CH:27]2[CH2:32][CH2:31][CH2:30][CH2:29][O:28]2)=[CH:23][CH:24]=[C:25]2[C:20]=1[CH:19]=[N:18][N:17]2[CH:12]1[CH2:13][CH2:14][CH2:15][CH2:16][O:11]1)[CH2:2][CH3:3]. (3) Given the reactants [CH:1]([C:4]1[CH:5]=[C:6]([NH:10][C:11]2[N:15]=[C:14]([N:16](CC3C=CC(OC)=CC=3)CC3C=CC(OC)=CC=3)[N:13](CC3C=CC(OC)=CC=3)[N:12]=2)[CH:7]=[CH:8][CH:9]=1)([CH3:3])[CH3:2].C(O)(C(F)(F)F)=O, predict the reaction product. The product is: [CH:1]([C:4]1[CH:5]=[C:6]([NH:10][C:11]2[N:15]=[C:14]([NH2:16])[NH:13][N:12]=2)[CH:7]=[CH:8][CH:9]=1)([CH3:3])[CH3:2]. (4) Given the reactants [F:1][C:2]([F:26])([F:25])[C:3]1[N:7]2[N:8]=[C:9]([N:12]3[CH2:17][CH2:16][CH:15]([C:18]4[CH:23]=[CH:22][C:21]([OH:24])=[CH:20][CH:19]=4)[CH2:14][CH2:13]3)[CH:10]=[CH:11][C:6]2=[N:5][N:4]=1.Br[CH2:28][CH2:29][CH2:30][C:31]([O:33][CH3:34])=[O:32], predict the reaction product. The product is: [F:26][C:2]([F:1])([F:25])[C:3]1[N:7]2[N:8]=[C:9]([N:12]3[CH2:17][CH2:16][CH:15]([C:18]4[CH:23]=[CH:22][C:21]([O:24][CH2:28][CH2:29][CH2:30][C:31]([O:33][CH3:34])=[O:32])=[CH:20][CH:19]=4)[CH2:14][CH2:13]3)[CH:10]=[CH:11][C:6]2=[N:5][N:4]=1. (5) Given the reactants [Cl:1][C:2]1[CH:7]=[CH:6][C:5]([N:8]=[C:9]=[O:10])=[CH:4][CH:3]=1.Cl.[O:12]=[C:13]1[CH2:18][O:17][CH2:16][CH2:15][N:14]1[C:19]1[CH:24]=[CH:23][C:22]([NH:25][C:26]([CH:28]2[CH2:32][CH2:31][CH2:30][NH:29]2)=[O:27])=[CH:21][CH:20]=1.C(N(CC)CC)C, predict the reaction product. The product is: [Cl:1][C:2]1[CH:7]=[CH:6][C:5]([NH:8][C:9]([N:29]2[CH2:30][CH2:31][CH2:32][C@@H:28]2[C:26]([NH:25][C:22]2[CH:21]=[CH:20][C:19]([N:14]3[CH2:15][CH2:16][O:17][CH2:18][C:13]3=[O:12])=[CH:24][CH:23]=2)=[O:27])=[O:10])=[CH:4][CH:3]=1.